From a dataset of NCI-60 drug combinations with 297,098 pairs across 59 cell lines. Regression. Given two drug SMILES strings and cell line genomic features, predict the synergy score measuring deviation from expected non-interaction effect. (1) Drug 1: C1C(C(OC1N2C=C(C(=O)NC2=O)F)CO)O. Drug 2: CC12CCC3C(C1CCC2OP(=O)(O)O)CCC4=C3C=CC(=C4)OC(=O)N(CCCl)CCCl.[Na+]. Cell line: OVCAR-8. Synergy scores: CSS=9.71, Synergy_ZIP=-5.05, Synergy_Bliss=0.783, Synergy_Loewe=-3.27, Synergy_HSA=1.89. (2) Drug 1: C1C(C(OC1N2C=NC3=C(N=C(N=C32)Cl)N)CO)O. Drug 2: CC(C)(C#N)C1=CC(=CC(=C1)CN2C=NC=N2)C(C)(C)C#N. Cell line: K-562. Synergy scores: CSS=39.7, Synergy_ZIP=2.45, Synergy_Bliss=2.29, Synergy_Loewe=-7.54, Synergy_HSA=-1.91.